Dataset: Forward reaction prediction with 1.9M reactions from USPTO patents (1976-2016). Task: Predict the product of the given reaction. (1) Given the reactants [CH3:1][O:2][C:3](=[O:21])[CH2:4][CH2:5][CH2:6][CH2:7][CH2:8][CH2:9][CH2:10]/[CH:11]=[CH:12]\[CH2:13]/[CH:14]=[CH:15]\[CH2:16][CH2:17][CH2:18][CH2:19][CH3:20].ClCCl.C([Zn][CH2:28][CH3:29])C.ICI, predict the reaction product. The product is: [CH3:1][O:2][C:3](=[O:21])[CH2:4][CH2:5][CH2:6][CH2:7][CH2:8][CH2:9][CH2:10][CH:11]1[CH2:12][CH:13]1[CH2:14][CH:15]1[CH2:16][CH:17]1[CH2:18][CH2:19][CH2:20][CH2:28][CH3:29]. (2) The product is: [CH3:15][C:16]([CH3:27])([CH2:25][CH3:26])[CH2:17][C:18]1[N:19]=[C:20]([CH3:24])[N:21]([O:23][S:10]([N:9]([CH3:14])[CH3:8])(=[O:12])=[O:11])[CH:22]=1. Given the reactants C(N(CC)CC)C.[CH3:8][N:9]([CH3:14])[S:10](Cl)(=[O:12])=[O:11].[CH3:15][C:16]([CH3:27])([CH2:25][CH3:26])[CH2:17][C:18]1[N:19]=[C:20]([CH3:24])[N:21]([OH:23])[CH:22]=1, predict the reaction product. (3) Given the reactants FC(F)(F)S(O[C:7]1[CH:8]=[N:9][C:10]([CH3:13])=[CH:11][CH:12]=1)(=O)=O.I[Zn][C:18]1[CH:23]=[CH:22][CH:21]=[CH:20][C:19]=1[C:24]([O:26][CH3:27])=[O:25], predict the reaction product. The product is: [CH3:13][C:10]1[N:9]=[CH:8][C:7]([C:18]2[CH:23]=[CH:22][CH:21]=[CH:20][C:19]=2[C:24]([O:26][CH3:27])=[O:25])=[CH:12][CH:11]=1. (4) Given the reactants [C:1]1(O)[C:10]2[C:5](=[CH:6][CH:7]=[CH:8][CH:9]=2)[CH:4]=[CH:3][CH:2]=1.C1C2C(=CC=CC=2)C=CC=1O.C1(O)C2C(=CC=CC=2)C(O)=CC=1.C1(=O)C2C(=CC=CC=2)C(=O)C=C1, predict the reaction product. The product is: [CH:9]1[C:10]2[C:5](=[CH:4][CH:3]=[CH:2][CH:1]=2)[CH:6]=[CH:7][CH:8]=1. (5) Given the reactants Cl[C:2]1[C:11]2[C:6](=[CH:7][CH:8]=[CH:9][CH:10]=2)[N:5]=[CH:4][N:3]=1.[H-].[Na+].[CH3:14][O:15][C:16](=[O:29])[CH2:17][CH2:18][CH2:19][C:20]1[CH:25]=[CH:24][C:23]([CH2:26][CH2:27][OH:28])=[CH:22][CH:21]=1, predict the reaction product. The product is: [CH3:14][O:15][C:16](=[O:29])[CH2:17][CH2:18][CH2:19][C:20]1[CH:21]=[CH:22][C:23]([CH2:26][CH2:27][O:28][C:2]2[C:11]3[C:6](=[CH:7][CH:8]=[CH:9][CH:10]=3)[N:5]=[CH:4][N:3]=2)=[CH:24][CH:25]=1.